Dataset: Full USPTO retrosynthesis dataset with 1.9M reactions from patents (1976-2016). Task: Predict the reactants needed to synthesize the given product. (1) Given the product [I:25][C:14]1[C:15]2[C:20]([C:7]([C:1]3[CH:2]=[CH:3][CH:4]=[CH:5][CH:6]=3)=[C:8]3[C:13]=1[CH:12]=[CH:11][CH:10]=[CH:9]3)=[CH:19][CH:18]=[CH:17][CH:16]=2, predict the reactants needed to synthesize it. The reactants are: [C:1]1([C:7]2[C:8]3[C:13]([CH:14]=[C:15]4[C:20]=2[CH:19]=[CH:18][CH:17]=[CH:16]4)=[CH:12][CH:11]=[CH:10][CH:9]=3)[CH:6]=[CH:5][CH:4]=[CH:3][CH:2]=1.C(O)(=O)C.[I:25]N1C(C)(C)C(=O)N(I)C1=O.O. (2) Given the product [NH2:22][C@H:17]([C:16]([OH:26])=[O:47])[CH2:18][CH2:19][CH2:14][CH2:15][NH2:27], predict the reactants needed to synthesize it. The reactants are: OCC(CO)O.C[C@@H]1O[C@@H](O[C@H:14]2[C@H:19](O)[C@@H:18](O)[C@H:17]([NH:22]C(N)=N)[C@@H:16]([OH:26])[C@@H:15]2[NH:27]C(N)=N)[C@H](O[C@@H]2O[C@@H](CO)[C@H](O)[C@@H](O)[C@@H]2NC)[C@@]1(O)C=O.[OH-:47].[K+]. (3) The reactants are: [NH2:1][C:2]1[CH:7]=[CH:6][CH:5]=[CH:4][C:3]=1[S:8]([NH:11][C:12]1[CH:13]=[N:14][C:15]([O:18][CH3:19])=[CH:16][CH:17]=1)(=[O:10])=[O:9].[C:20](N1C=CN=C1)(N1C=CN=C1)=[O:21].C(N(CC)CC)C. Given the product [CH3:19][O:18][C:15]1[N:14]=[CH:13][C:12]([N:11]2[C:20](=[O:21])[NH:1][C:2]3[CH:7]=[CH:6][CH:5]=[CH:4][C:3]=3[S:8]2(=[O:9])=[O:10])=[CH:17][CH:16]=1, predict the reactants needed to synthesize it. (4) Given the product [CH:1]1([C:4]2[CH:5]=[N:6][C:7]([NH:14][C:15]3[CH:16]=[C:17]4[C:21](=[CH:22][CH:23]=3)[N:20]([CH2:24][CH3:25])[CH:19]=[C:18]4[C:26]3[CH:27]=[CH:28][CH:29]=[CH:30][CH:31]=3)=[C:8]([CH:13]=2)[C:9]([OH:11])=[O:10])[CH2:3][CH2:2]1, predict the reactants needed to synthesize it. The reactants are: [CH:1]1([C:4]2[CH:5]=[N:6][C:7]([NH:14][C:15]3[CH:16]=[C:17]4[C:21](=[CH:22][CH:23]=3)[N:20]([CH2:24][CH3:25])[CH:19]=[C:18]4[C:26]3[CH:31]=[CH:30][CH:29]=[CH:28][CH:27]=3)=[C:8]([CH:13]=2)[C:9]([O:11]C)=[O:10])[CH2:3][CH2:2]1.[OH-].[Na+].O1CCCC1CO. (5) Given the product [Br:1][C:2]1[CH:10]=[C:9]([CH3:11])[C:5]([C:6]([OH:15])=[O:7])=[C:4]([O:12][CH3:13])[CH:3]=1, predict the reactants needed to synthesize it. The reactants are: [Br:1][C:2]1[CH:10]=[C:9]([CH3:11])[C:5]([C:6](N)=[O:7])=[C:4]([O:12][CH3:13])[CH:3]=1.N(OS(=O)(=O)O)=[O:15]. (6) Given the product [NH2:1][CH2:2][C:3]1[CH:8]=[C:7]([C:12]2[CH:13]=[C:14]3[C:19](=[CH:20][C:11]=2[F:10])[N:18]([CH3:21])[C:17](=[O:22])[CH2:16][CH2:15]3)[CH:6]=[N:5][CH:4]=1, predict the reactants needed to synthesize it. The reactants are: [NH2:1][CH2:2][C:3]1[CH:4]=[N:5][CH:6]=[C:7](Br)[CH:8]=1.[F:10][C:11]1[CH:20]=[C:19]2[C:14]([CH2:15][CH2:16][C:17](=[O:22])[N:18]2[CH3:21])=[CH:13][C:12]=1B1OC(C)(C)C(C)(C)O1.